From a dataset of Full USPTO retrosynthesis dataset with 1.9M reactions from patents (1976-2016). Predict the reactants needed to synthesize the given product. (1) Given the product [CH:1]1([NH:4][C:5](=[O:6])[C:7]2[CH:12]=[C:11]([F:13])[C:10]([CH3:14])=[C:9]([C:15]3[CH:16]=[C:17]4[C:18](=[CH:19][CH:20]=3)[N:24]([C:26]3[CH:31]=[C:30]([CH3:32])[N:29]=[C:28]([CH3:33])[N:27]=3)[N:25]=[CH:22]4)[CH:8]=2)[CH2:3][CH2:2]1, predict the reactants needed to synthesize it. The reactants are: [CH:1]1([NH:4][C:5]([C:7]2[CH:8]=[C:9]([C:15]3[CH:20]=[CH:19][C:18](F)=[C:17]([CH:22]=O)[CH:16]=3)[C:10]([CH3:14])=[C:11]([F:13])[CH:12]=2)=[O:6])[CH2:3][CH2:2]1.[NH:24]([C:26]1[CH:31]=[C:30]([CH3:32])[N:29]=[C:28]([CH3:33])[N:27]=1)[NH2:25]. (2) Given the product [C:34](=[O:45])([O:35][C:36]1[CH:37]=[CH:38][C:39]([N+:42]([O-:44])=[O:43])=[CH:40][CH:41]=1)[O:26][CH2:25][C@H:17]1[C@H:18]2[C@H:22]([O:21][C:20]([CH3:23])([CH3:24])[O:19]2)[C@@H:15]([N:6]2[C:5](=[O:27])[N:4]([CH2:1][CH:2]=[CH2:3])[C:12]3[C:11](=[O:13])[NH:10][C:9]([NH2:14])=[N:8][C:7]2=3)[O:16]1, predict the reactants needed to synthesize it. The reactants are: [CH2:1]([N:4]1[C:12]2[C:11](=[O:13])[NH:10][C:9]([NH2:14])=[N:8][C:7]=2[N:6]([C@@H:15]2[C@@H:22]3[C@@H:18]([O:19][C:20]([CH3:24])([CH3:23])[O:21]3)[C@H:17]([CH2:25][OH:26])[O:16]2)[C:5]1=[O:27])[CH:2]=[CH2:3].N1C=CC=CC=1.[C:34](Cl)(=[O:45])[O:35][C:36]1[CH:41]=[CH:40][C:39]([N+:42]([O-:44])=[O:43])=[CH:38][CH:37]=1. (3) Given the product [C:1]([O:5][C:6]([N:8]1[CH2:12][CH2:11][CH2:10][CH:9]1[C:13](=[O:22])[NH:14][C:15]1[CH:20]=[CH:19][C:18]([C:26]2[CH:27]=[CH:28][CH:29]=[CH:30][C:25]=2[S:24][CH3:23])=[CH:17][CH:16]=1)=[O:7])([CH3:4])([CH3:3])[CH3:2], predict the reactants needed to synthesize it. The reactants are: [C:1]([O:5][C:6]([N:8]1[CH2:12][CH2:11][CH2:10][CH:9]1[C:13](=[O:22])[NH:14][C:15]1[CH:20]=[CH:19][C:18](Br)=[CH:17][CH:16]=1)=[O:7])([CH3:4])([CH3:3])[CH3:2].[CH3:23][S:24][C:25]1[CH:30]=[CH:29][CH:28]=[CH:27][C:26]=1B(O)O.C([O-])([O-])=O.[Na+].[Na+]. (4) Given the product [CH2:19]([N:11]([CH2:9][CH3:10])[C:12]1[S:16][C:15]([CH:17]=[N:1][C:2]2[S:3][CH:4]=[CH:5][C:6]=2[C:7]#[N:8])=[CH:14][CH:13]=1)[CH3:20], predict the reactants needed to synthesize it. The reactants are: [NH2:1][C:2]1[S:3][CH:4]=[CH:5][C:6]=1[C:7]#[N:8].[CH2:9]([N:11]([CH2:19][CH3:20])[C:12]1[S:16][C:15]([CH:17]=O)=[CH:14][CH:13]=1)[CH3:10].C(O)(C(F)(F)F)=O.